Dataset: Experimentally validated miRNA-target interactions with 360,000+ pairs, plus equal number of negative samples. Task: Binary Classification. Given a miRNA mature sequence and a target amino acid sequence, predict their likelihood of interaction. (1) The miRNA is hsa-miR-6769a-3p with sequence GAGCCCCUCUCUGCUCUCCAG. The protein sequence of the target gene is MQTSEREGSGPELSPSVMPEAPLESPPFPTKSPAFDLFNLVLSYKRLEIYLEPLKDAGDGVRYLLRWQMPLCSLLTCLGLNVLFLTLNEGAWYSVGALMISVPALLGYLQEVCRARLPDSELMRRKYHSVRQEDLQRGRLSRPEAVAEVKSFLIQLEAFLSRLCCTCEAAYRVLHWENPVVSSQFYGALLGTVCMLYLLPLCWVLTLLNSTLFLGNVEFFRVVSEYRASLQQRMNPKQEEHAFESPPPPDVGGKDGLMDSTPALTPTEDLTPGSVEEAEEAEPDEEFKDAIEETHLVVLE.... Result: 0 (no interaction). (2) Result: 0 (no interaction). The miRNA is hsa-miR-4449 with sequence CGUCCCGGGGCUGCGCGAGGCA. The protein sequence of the target gene is MILGSLSRAGPLPLLRQPPIMQPPMDLKQILPFPLEPAPTLGLFSNYSTMDPVQKAVLSHTFGGPLLKTKRPVISCNVCQIRFNSQSQAEAHYKGNRHARRVKGIEAAKTRGREPSVRESGDPAPAGSIPPSGDGVAPRPVSMENGLGPAPGSPEKQPGSPSPPSVPESGQGVTKGEGGTSVPASLPGGSKEEEEKAKRLLYCALCKVAVNSLSQLEAHNKGTKHKTILEARSGLGPIKAYPRLGPPTPGEPEAPAQDRTFHCEICNVKVNSEVQLKQHISSRRHRDGVAGKPNPLLSRH.... (3) The miRNA is hsa-miR-92a-3p with sequence UAUUGCACUUGUCCCGGCCUGU. The protein sequence of the target gene is MSPAAPVPPDSALESPFEEMALVRGGWLWRQSSILRRWKRNWFALWLDGTLGYYHDETAQDEEDRVLIHFNVRDIKIGPECHDVQPPEGRSRDGLLTVNLREGGRLHLCAETKDDALAWKTALLEANSTPAPAGATVPPRSRRVCSKVRCVTRSWSPCKVERRIWVRVYSPYQDYYEVVPPNAHEATYVRSYYGPPYAGPGVTHVIVREDPCYSAGAPLAMGMLAGAATGAALGSLMWSPCWF. Result: 1 (interaction). (4) The miRNA is mmu-miR-466a-3p with sequence UAUACAUACACGCACACAUAAGA. The protein sequence of the target gene is MGPPESAAELAAEAVELREPELQLADPASPGEEHVDVEAEGAPGRGRCWPCGAWACGSRGEPEAKKKAPCPGLGLFYTVLSAFLFSVASLFVKKVQGVHAVEISAFRCVVQMLVIIPCLIYRKTGFIGPKGQRLFLFLRGVFGSSAMILMYYAFQTTSLADATVIAFSCPVFTSIFAWIFLKEKYSLWDAFFTLFAIAGVILIVRPPFIFGSDTSGMRESYSEHIKGTFAAIGHAVLAAITLVILRKMGKSVDYFLSIWYYVILGLPEAIIILFVIGEWSLPYCGLDRLFLILIGLLGLG.... Result: 1 (interaction). (5) The miRNA is hsa-miR-152-3p with sequence UCAGUGCAUGACAGAACUUGG. Result: 0 (no interaction). The protein sequence of the target gene is MVCRPVFPCRRRFCPRPFLVGLVVAICLFYQTLTLRGSRKLTAAAPGAVPHTSTETQASRCKKGFSQDKQCFLLSGNAQETRKVKESMETHFGSHGRRAILYRPPFYSKTELQLHQHILTQHGYTVVIAEERLNAGLGPGLLEQGDLGSWDLLICLSSKKAEGTPCISKEVMCQLGLHQKANRLPEIQQPLCRKEGLCQIVRRFPELQLPVSPSVCLDQGMQLKPSTSSHLLKTVKPRVWKPGDWSREQLNETTVLAPHETIFRAEDLSVILKAYVLVTSLTPLRAFIHSTGTVWNPPKK.... (6) The miRNA is hsa-miR-6134 with sequence UGAGGUGGUAGGAUGUAGA. The protein sequence of the target gene is MEAVSRVFPALAGQAPEEQGEIIKVKVKEEDHTWDQESALRRNLSYTRELSRQRFRQFCYQETPGPREALSQLRELCRQWLNPEIHTKEQILELLVLEQFLTILPEELQSWVREHNPESGEEVVTLLEDLERELDEPRQQVSQGTYGQEVSMEEMIPLDSAKESLGTQLQSMEDRMECESPEPHPLQDNGSFLWFSMMSQSMGGDNLSSLDTNEAEIEPENMREKFFRSLARLLENKSNNTKIFSKAKYCQLIKEVKEAKAKAKKESVDYRRLARFDVILVQGNEKLIEAVNGETDKIRY.... Result: 1 (interaction).